From a dataset of Forward reaction prediction with 1.9M reactions from USPTO patents (1976-2016). Predict the product of the given reaction. (1) Given the reactants I[C:2]1[CH:3]=[C:4]([CH:21]=[CH:22][CH:23]=1)[CH2:5][N:6]([CH:15]1[CH2:20][CH2:19][O:18][CH2:17][CH2:16]1)[C:7]([C:9]1[N:13]=[CH:12][N:11]([CH3:14])[N:10]=1)=[O:8].[NH:24]1[CH:28]=[CH:27][N:26]=[CH:25]1.C(=O)([O-])[O-].[Cs+].[Cs+].NC1CCCCC1N, predict the reaction product. The product is: [N:24]1([C:2]2[CH:3]=[C:4]([CH:21]=[CH:22][CH:23]=2)[CH2:5][N:6]([CH:15]2[CH2:20][CH2:19][O:18][CH2:17][CH2:16]2)[C:7]([C:9]2[N:13]=[CH:12][N:11]([CH3:14])[N:10]=2)=[O:8])[CH:28]=[CH:27][N:26]=[CH:25]1. (2) Given the reactants [S:1]1[CH:5]=[CH:4][C:3]2[CH:6]=[C:7]([CH2:10][S:11]([NH:14][C@H:15]([CH2:19][NH:20][S:21]([C:24]3[CH:29]=[CH:28][C:27]([CH3:30])=[CH:26][CH:25]=3)(=[O:23])=[O:22])C(O)=O)(=[O:13])=[O:12])[CH:8]=[CH:9][C:2]1=2.Cl.N[C@H](CNS(C1C=CC(C)=CC=1)(=O)=O)C(O)=[O:35].N1C=CC=CC=1.FC(F)(F)C(=N[Si](C)(C)C)O[Si](C)(C)C.C[N:71]([CH:73]=[O:74])C, predict the reaction product. The product is: [S:1]1[CH:5]=[CH:4][C:3]2[CH:6]=[C:7]([CH2:10][S:11]([NH:14][C@H:15]([CH2:19][NH:20][S:21]([C:24]3[CH:25]=[CH:26][C:27]([CH3:30])=[CH:28][CH:29]=3)(=[O:22])=[O:23])[C:73]([NH:71][OH:35])=[O:74])(=[O:12])=[O:13])[CH:8]=[CH:9][C:2]1=2. (3) Given the reactants C[O:2][C:3]1[CH:12]=[C:11]2[C:6]([C:7](=[O:25])[C:8]([C:15]3[CH:24]=[CH:23][C:18]([C:19]([O:21]C)=[O:20])=[CH:17][CH:16]=3)=[C:9]([S:13][CH3:14])[O:10]2)=[CH:5][CH:4]=1.C(=S)=S.[H-].[Na+], predict the reaction product. The product is: [OH:2][C:3]1[CH:12]=[C:11]2[C:6]([C:7](=[O:25])[C:8]([C:15]3[CH:24]=[CH:23][C:18]([C:19]([OH:21])=[O:20])=[CH:17][CH:16]=3)=[C:9]([S:13][CH3:14])[O:10]2)=[CH:5][CH:4]=1. (4) The product is: [CH3:1][C:2]1[CH:7]=[C:6]([NH2:8])[CH:5]=[C:4]([CH3:11])[N:3]=1. Given the reactants [CH3:1][C:2]1[CH:7]=[C:6]([N+:8]([O-])=O)[CH:5]=[C:4]([CH3:11])[N+:3]=1[O-].[H][H], predict the reaction product. (5) Given the reactants [N:1]1[C:10]2[C:5](=[CH:6][CH:7]=[C:8]([C:11]3[CH:16]=[CH:15][C:14]([CH2:17][C:18]#[N:19])=[CH:13][CH:12]=3)[CH:9]=2)[CH:4]=[CH:3][CH:2]=1.[Br:20]N1C(=O)CCC1=O.N(C(C)(C)C#N)=NC(C)(C)C#N, predict the reaction product. The product is: [Br:20][CH:17]([C:14]1[CH:15]=[CH:16][C:11]([C:8]2[CH:9]=[C:10]3[C:5]([CH:4]=[CH:3][CH:2]=[N:1]3)=[CH:6][CH:7]=2)=[CH:12][CH:13]=1)[C:18]#[N:19]. (6) Given the reactants C1(P(C2C=CC=CC=2)C2C=CC=CC=2)C=CC=CC=1.[C:20]([C:24]1[CH:25]=[C:26]([CH:34]=[CH:35][C:36]2[CH:37]=[C:38]([CH:41]=[C:42]([CH:44]=[CH:45][C:46]3[CH:51]=[C:50]([C:52]([CH3:55])([CH3:54])[CH3:53])[CH:49]=[C:48]([C:56]([CH3:59])([CH3:58])[CH3:57])[CH:47]=3)[CH:43]=2)[CH:39]=O)[CH:27]=[C:28]([C:30]([CH3:33])([CH3:32])[CH3:31])[CH:29]=1)([CH3:23])([CH3:22])[CH3:21].[C:60]([Br:64])(Br)(Br)[Br:61], predict the reaction product. The product is: [Br:61][C:60]([Br:64])=[CH:39][C:38]1[CH:41]=[C:42]([CH:44]=[CH:45][C:46]2[CH:51]=[C:50]([C:52]([CH3:53])([CH3:54])[CH3:55])[CH:49]=[C:48]([C:56]([CH3:59])([CH3:57])[CH3:58])[CH:47]=2)[CH:43]=[C:36]([CH:35]=[CH:34][C:26]2[CH:25]=[C:24]([C:20]([CH3:23])([CH3:22])[CH3:21])[CH:29]=[C:28]([C:30]([CH3:33])([CH3:32])[CH3:31])[CH:27]=2)[CH:37]=1.